This data is from Full USPTO retrosynthesis dataset with 1.9M reactions from patents (1976-2016). The task is: Predict the reactants needed to synthesize the given product. Given the product [OH:15][C:12]1[CH:5]=[CH:4][C:3]([C:2]2[CH:3]=[C:4]([CH3:11])[C:5]([C:8]([OH:10])=[O:9])=[N:6][CH:7]=2)=[CH:2][CH:7]=1, predict the reactants needed to synthesize it. The reactants are: Br[C:2]1[CH:3]=[C:4]([CH3:11])[C:5]([C:8]([OH:10])=[O:9])=[N:6][CH:7]=1.[C:12](=[O:15])([O-])O.[Na+].